From a dataset of Catalyst prediction with 721,799 reactions and 888 catalyst types from USPTO. Predict which catalyst facilitates the given reaction. (1) Reactant: [OH:1][C:2]1[CH:3]=[N:4][C:5]([C:8]2[CH:9]=[C:10]([CH:15]=[CH:16][CH:17]=2)[C:11]([O:13][CH3:14])=[O:12])=[N:6][CH:7]=1.C1(P(C2C=CC=CC=2)C2C=CC=CC=2)C=CC=CC=1.[N:37]1([CH2:43][CH2:44]O)[CH2:42][CH2:41][O:40][CH2:39][CH2:38]1.N(C(OC(C)C)=O)=NC(OC(C)C)=O. Product: [N:37]1([CH2:43][CH2:44][O:1][C:2]2[CH:7]=[N:6][C:5]([C:8]3[CH:9]=[C:10]([CH:15]=[CH:16][CH:17]=3)[C:11]([O:13][CH3:14])=[O:12])=[N:4][CH:3]=2)[CH2:42][CH2:41][O:40][CH2:39][CH2:38]1. The catalyst class is: 1. (2) Reactant: [OH:1][C:2]1[CH:9]=[CH:8][C:5]([CH:6]=[O:7])=[CH:4][CH:3]=1.C(=O)([O-])[O-].[K+].[K+].[CH2:16](Cl)[C:17]1[CH:22]=[CH:21][CH:20]=[CH:19][CH:18]=1. Product: [CH2:16]([O:1][C:2]1[CH:9]=[CH:8][C:5]([CH:6]=[O:7])=[CH:4][CH:3]=1)[C:17]1[CH:22]=[CH:21][CH:20]=[CH:19][CH:18]=1. The catalyst class is: 9. (3) Reactant: [NH:1]1[CH2:4][CH:3]([C:5]2[NH:9][N:8]=[C:7]([C:10]3[CH:15]=[CH:14][CH:13]=[CH:12][N:11]=3)[N:6]=2)[CH2:2]1.C(N(CC)CC)C.[CH3:23][NH:24][C:25]1[N:30]2[CH:31]=[CH:32][N:33]=[C:29]2[N:28]=[C:27]([C:34]2[CH:41]=[CH:40][C:37]([CH:38]=O)=[CH:36][CH:35]=2)[C:26]=1[C:42]1[CH:47]=[CH:46][CH:45]=[CH:44][CH:43]=1.C(O)(=O)C.[BH-](OC(C)=O)(OC(C)=O)OC(C)=O.[Na+].C([O-])(O)=O.[Na+]. Product: [CH3:23][NH:24][C:25]1[N:30]2[CH:31]=[CH:32][N:33]=[C:29]2[N:28]=[C:27]([C:34]2[CH:41]=[CH:40][C:37]([CH2:38][N:1]3[CH2:4][CH:3]([C:5]4[N:6]=[C:7]([C:10]5[CH:15]=[CH:14][CH:13]=[CH:12][N:11]=5)[NH:8][N:9]=4)[CH2:2]3)=[CH:36][CH:35]=2)[C:26]=1[C:42]1[CH:47]=[CH:46][CH:45]=[CH:44][CH:43]=1. The catalyst class is: 37. (4) Reactant: [OH:1][C:2]1[C:3](=[O:16])[CH:4]=[C:5]([CH2:8][O:9][CH:10]2[CH2:15][CH2:14][CH2:13][CH2:12][O:11]2)[O:6][CH:7]=1.C([O-])([O-])=O.[Cs+].[Cs+].[Br:23][CH2:24][CH2:25][CH2:26][CH2:27][CH2:28]Br. Product: [Br:23][CH2:24][CH2:25][CH2:26][CH2:27][CH2:28][O:1][C:2]1[C:3](=[O:16])[CH:4]=[C:5]([CH2:8][O:9][CH:10]2[CH2:15][CH2:14][CH2:13][CH2:12][O:11]2)[O:6][CH:7]=1. The catalyst class is: 3. (5) Reactant: Br[CH2:2][C:3]1[C:4]2[CH:19]=[C:18]([O:20][CH3:21])[C:17]([O:22][CH3:23])=[CH:16][C:5]=2[S:6][C:7]=1[C:8]([N:10]1[CH2:15][CH2:14][O:13][CH2:12][CH2:11]1)=[O:9].[Cu][C:25]#[N:26]. Product: [CH3:21][O:20][C:18]1[C:17]([O:22][CH3:23])=[CH:16][C:5]2[S:6][C:7]([C:8]([N:10]3[CH2:15][CH2:14][O:13][CH2:12][CH2:11]3)=[O:9])=[C:3]([CH3:2])[C:4]=2[C:19]=1[C:25]#[N:26]. The catalyst class is: 6. (6) Reactant: O=[C:2]1[CH2:7][CH2:6][N:5]([C:8]([O:10][C:11]([CH3:14])([CH3:13])[CH3:12])=[O:9])[CH2:4][CH:3]1[C:15]([O:17]CC)=O.Cl.[NH2:21][C:22]([NH2:24])=[NH:23].C(=O)([O-])[O-].[K+].[K+].Cl. The catalyst class is: 72. Product: [NH2:24][C:22]1[N:21]=[C:15]([OH:17])[C:3]2[CH2:4][N:5]([C:8]([O:10][C:11]([CH3:14])([CH3:13])[CH3:12])=[O:9])[CH2:6][CH2:7][C:2]=2[N:23]=1.